Dataset: Full USPTO retrosynthesis dataset with 1.9M reactions from patents (1976-2016). Task: Predict the reactants needed to synthesize the given product. Given the product [Cl:19][C:14]1[CH:15]=[CH:16][CH:17]=[CH:18][C:13]=1[CH:12]1[N:8]([C:4]2[CH:3]=[C:2]([C:36]3[CH:35]=[CH:34][CH:33]=[C:32]([S:31][CH3:30])[CH:37]=3)[CH:7]=[CH:6][CH:5]=2)[N:9]=[C:10]([C:20]([C:26]([F:27])([F:29])[F:28])([C:22]([F:24])([F:25])[F:23])[OH:21])[CH2:11]1, predict the reactants needed to synthesize it. The reactants are: Br[C:2]1[CH:3]=[C:4]([N:8]2[CH:12]([C:13]3[CH:18]=[CH:17][CH:16]=[CH:15][C:14]=3[Cl:19])[CH2:11][C:10]([C:20]([C:26]([F:29])([F:28])[F:27])([C:22]([F:25])([F:24])[F:23])[OH:21])=[N:9]2)[CH:5]=[CH:6][CH:7]=1.[CH3:30][S:31][C:32]1[CH:33]=[C:34](B(O)O)[CH:35]=[CH:36][CH:37]=1.C(=O)([O-])[O-].[Na+].[Na+].COCCOC.